Predict the reaction yield, written as a fraction of the theoretical maximum amount of product (1.0 means a 100% yield; for example, 0.34 means a 34% yield). From a dataset of Reaction yield outcomes from USPTO patents with 853,638 reactions. (1) The reactants are [Cl:1][C:2]1[CH:7]=[CH:6][CH:5]=[C:4]([Cl:8])[C:3]=1[C:9]1[N:29]([CH2:30][C@@H:31]2[CH2:36][CH2:35][CH2:34][N:33]([C:37]([O:39][C:40]([CH3:43])([CH3:42])[CH3:41])=[O:38])[CH2:32]2)[C:12]2[N:13]=[C:14]([NH:17]CC3C=CC(OC)=C(OC)C=3)[N:15]=[CH:16][C:11]=2[CH:10]=1.C(C1C(=O)C(Cl)=C(Cl)C(=O)C=1C#N)#N. The catalyst is C(Cl)Cl. The product is [NH2:17][C:14]1[N:15]=[CH:16][C:11]2[CH:10]=[C:9]([C:3]3[C:4]([Cl:8])=[CH:5][CH:6]=[CH:7][C:2]=3[Cl:1])[N:29]([CH2:30][C@@H:31]3[CH2:36][CH2:35][CH2:34][N:33]([C:37]([O:39][C:40]([CH3:43])([CH3:42])[CH3:41])=[O:38])[CH2:32]3)[C:12]=2[N:13]=1. The yield is 0.480. (2) The reactants are [Cl-].O[NH3+:3].[C:4](=[O:7])([O-])[OH:5].[Na+].CS(C)=O.[OH:13][C:14]([C:17]1[CH:57]=[CH:56][C:20]([O:21][C@@H:22]2[CH2:27][CH2:26][C@H:25]([N:28]3[C:33](=[O:34])[C:32]([CH2:35][C:36]4[CH:41]=[CH:40][C:39]([C:42]5[C:43]([C:48]#[N:49])=[CH:44][CH:45]=[CH:46][CH:47]=5)=[CH:38][CH:37]=4)=[C:31]([CH2:50][CH2:51][CH3:52])[N:30]4[N:53]=[CH:54][N:55]=[C:29]34)[CH2:24][CH2:23]2)=[CH:19][CH:18]=1)([CH3:16])[CH3:15]. The catalyst is O.C(OCC)(=O)C. The product is [OH:13][C:14]([C:17]1[CH:57]=[CH:56][C:20]([O:21][C@@H:22]2[CH2:27][CH2:26][C@H:25]([N:28]3[C:33](=[O:34])[C:32]([CH2:35][C:36]4[CH:41]=[CH:40][C:39]([C:42]5[CH:47]=[CH:46][CH:45]=[CH:44][C:43]=5[C:48]5[NH:3][C:4](=[O:7])[O:5][N:49]=5)=[CH:38][CH:37]=4)=[C:31]([CH2:50][CH2:51][CH3:52])[N:30]4[N:53]=[CH:54][N:55]=[C:29]34)[CH2:24][CH2:23]2)=[CH:19][CH:18]=1)([CH3:16])[CH3:15]. The yield is 0.460. (3) The reactants are [N:1]1[N:2]=[C:3]([C:10]2[CH:19]=[CH:18][C:17]3[C:12](=[C:13]([O:20][CH:21]4[CH2:26][CH2:25][NH:24][CH2:23][CH2:22]4)[CH:14]=[CH:15][CH:16]=3)[N:11]=2)[N:4]2[CH:9]=[CH:8][CH:7]=[CH:6][C:5]=12.CCN(C(C)C)C(C)C.[Si]([N:40]=[C:41]=[O:42])(C)(C)C. The catalyst is C(Cl)Cl.CN(C1C=CN=CC=1)C. The product is [N:1]1[N:2]=[C:3]([C:10]2[CH:19]=[CH:18][C:17]3[C:12](=[C:13]([O:20][CH:21]4[CH2:26][CH2:25][N:24]([C:41]([NH2:40])=[O:42])[CH2:23][CH2:22]4)[CH:14]=[CH:15][CH:16]=3)[N:11]=2)[N:4]2[CH:9]=[CH:8][CH:7]=[CH:6][C:5]=12. The yield is 0.640.